This data is from Reaction yield outcomes from USPTO patents with 853,638 reactions. The task is: Predict the reaction yield, written as a fraction of the theoretical maximum amount of product (1.0 means a 100% yield; for example, 0.34 means a 34% yield). (1) The reactants are [CH3:1][NH:2][C:3](=[O:20])[C@H:4]([CH2:16][CH:17]([CH3:19])[CH3:18])[NH:5]C(OCC1C=CC=CC=1)=O.[H][H]. The catalyst is [Pd].CO. The product is [CH3:1][NH:2][C:3](=[O:20])[C@H:4]([CH2:16][CH:17]([CH3:19])[CH3:18])[NH2:5]. The yield is 1.00. (2) The reactants are [O:1]=[C:2]1[NH:7][C:6]([CH2:8][N:9]2C(=O)C3C(=CC=CC=3)C2=O)=[N:5][C:4]2[N:20]=[CH:21][CH:22]=[CH:23][C:3]1=2.O.NN.C(=O)([O-])[O-].[Na+].[Na+].O. The catalyst is C(O)C. The product is [NH2:9][CH2:8][C:6]1[NH:7][C:2](=[O:1])[C:3]2[CH:23]=[CH:22][CH:21]=[N:20][C:4]=2[N:5]=1. The yield is 0.500. (3) The reactants are [NH2:1][C:2]1[CH:14]=[C:5]2[CH2:6][N:7]([C:10](=[O:13])[CH2:11][CH3:12])[CH2:8][CH2:9][N:4]2[N:3]=1.Br[C:16]1[C:17](=[O:24])[N:18]([CH3:23])[CH:19]=[C:20]([Br:22])[CH:21]=1.CC1(C)C2C(=C(P(C3C=CC=CC=3)C3C=CC=CC=3)C=CC=2)OC2C(P(C3C=CC=CC=3)C3C=CC=CC=3)=CC=CC1=2.C([O-])([O-])=O.[Cs+].[Cs+]. The catalyst is C1C=CC(/C=C/C(/C=C/C2C=CC=CC=2)=O)=CC=1.C1C=CC(/C=C/C(/C=C/C2C=CC=CC=2)=O)=CC=1.C1C=CC(/C=C/C(/C=C/C2C=CC=CC=2)=O)=CC=1.[Pd].[Pd].O1CCOCC1. The product is [Br:22][C:20]1[CH:21]=[C:16]([NH:1][C:2]2[CH:14]=[C:5]3[CH2:6][N:7]([C:10](=[O:13])[CH2:11][CH3:12])[CH2:8][CH2:9][N:4]3[N:3]=2)[C:17](=[O:24])[N:18]([CH3:23])[CH:19]=1. The yield is 0.720. (4) The reactants are [CH:1]1([NH:6][C:7]2[N:12]=[C:11]([C:13]3[C:14]([C:24]4[CH:29]=[CH:28][C:27]([F:30])=[CH:26][CH:25]=4)=[N:15][N:16]4[C:21]=3[CH:20]=[CH:19][N:18]=[C:17]4SC)[CH:10]=[CH:9][N:8]=2)[CH2:5][CH2:4][CH2:3][CH2:2]1.ClC1C=C(C=CC=1)C(OO)=O.[C:42]([NH2:46])([CH3:45])([CH3:44])[CH3:43]. The catalyst is ClCCl.O. The product is [C:42]([NH:46][C:17]1[N:16]2[N:15]=[C:14]([C:24]3[CH:29]=[CH:28][C:27]([F:30])=[CH:26][CH:25]=3)[C:13]([C:11]3[CH:10]=[CH:9][N:8]=[C:7]([NH:6][CH:1]4[CH2:2][CH2:3][CH2:4][CH2:5]4)[N:12]=3)=[C:21]2[CH:20]=[CH:19][N:18]=1)([CH3:45])([CH3:44])[CH3:43]. The yield is 0.140. (5) The reactants are [Br:1][C:2]1[CH:3]=[CH:4][C:5]([N+:14]([O-])=O)=[C:6]([N:8]2[CH2:13][CH2:12][NH:11][CH2:10][CH2:9]2)[CH:7]=1.Br[CH2:18][CH2:19][C:20]([F:23])([F:22])[F:21].CCN(C(C)C)C(C)C.[Sn](Cl)Cl. The catalyst is C1COCC1.CO. The product is [Br:1][C:2]1[CH:3]=[CH:4][C:5]([NH2:14])=[C:6]([N:8]2[CH2:13][CH2:12][N:11]([CH2:18][CH2:19][C:20]([F:23])([F:22])[F:21])[CH2:10][CH2:9]2)[CH:7]=1. The yield is 0.870. (6) The catalyst is O.C(OCC)(=O)C. The yield is 0.860. The reactants are [Cl-].O[NH3+:3].[C:4](=[O:7])([O-])[OH:5].[Na+].CS(C)=O.[Si]([O:20][CH:21]([CH:52]1[CH2:57][CH2:56][CH2:55][CH2:54][CH2:53]1)[CH2:22][N:23]1[C:28](=[O:29])[C:27]([CH2:30][C:31]2[CH:36]=[CH:35][C:34]([C:37]3[C:38]([C:43]#[N:44])=[CH:39][CH:40]=[CH:41][CH:42]=3)=[CH:33][CH:32]=2)=[C:26]([CH2:45][CH2:46][CH3:47])[N:25]2[N:48]=[C:49]([CH3:51])[N:50]=[C:24]12)(C(C)(C)C)(C)C. The product is [CH:52]1([CH:21]([OH:20])[CH2:22][N:23]2[C:28](=[O:29])[C:27]([CH2:30][C:31]3[CH:32]=[CH:33][C:34]([C:37]4[CH:42]=[CH:41][CH:40]=[CH:39][C:38]=4[C:43]4[NH:44][C:4](=[O:7])[O:5][N:3]=4)=[CH:35][CH:36]=3)=[C:26]([CH2:45][CH2:46][CH3:47])[N:25]3[N:48]=[C:49]([CH3:51])[N:50]=[C:24]23)[CH2:57][CH2:56][CH2:55][CH2:54][CH2:53]1.